From a dataset of Forward reaction prediction with 1.9M reactions from USPTO patents (1976-2016). Predict the product of the given reaction. (1) Given the reactants [Br:1][C:2]1[CH:3]=[N:4][CH:5]=[CH:6][C:7]=1Cl.[F:9][CH2:10][CH:11]([OH:13])[CH3:12].[H-].[Na+], predict the reaction product. The product is: [Br:1][C:2]1[CH:3]=[N:4][CH:5]=[CH:6][C:7]=1[O:13][CH:11]([CH3:12])[CH2:10][F:9]. (2) Given the reactants [Cl:1][C:2]1[CH:7]=[CH:6][C:5]([OH:8])=[CH:4][CH:3]=1.F[C:10]1[CH:17]=[CH:16][C:13]([CH:14]=[O:15])=[CH:12][CH:11]=1.O, predict the reaction product. The product is: [Cl:1][C:2]1[CH:7]=[CH:6][C:5]([O:8][C:12]2[CH:11]=[CH:10][CH:17]=[CH:16][C:13]=2[CH:14]=[O:15])=[CH:4][CH:3]=1. (3) Given the reactants [NH2:1][CH2:2][CH2:3][CH2:4][CH2:5][CH2:6][CH2:7][N:8]1[CH2:13][CH2:12][CH:11]([C:14]2[CH:15]=[C:16]([NH:20][C:21](=[O:25])[CH:22]([CH3:24])[CH3:23])[CH:17]=[CH:18][CH:19]=2)[CH2:10][CH2:9]1.[Cl:26][C:27]1[CH:28]=[C:29]([CH:39]=[C:40]([Cl:42])[CH:41]=1)[O:30][C:31]1[O:35][C:34]([C:36](Cl)=[O:37])=[CH:33][CH:32]=1, predict the reaction product. The product is: [Cl:26][C:27]1[CH:28]=[C:29]([CH:39]=[C:40]([Cl:42])[CH:41]=1)[O:30][C:31]1[O:35][C:34]([C:36]([NH:1][CH2:2][CH2:3][CH2:4][CH2:5][CH2:6][CH2:7][N:8]2[CH2:13][CH2:12][CH:11]([C:14]3[CH:19]=[CH:18][CH:17]=[C:16]([NH:20][C:21](=[O:25])[CH:22]([CH3:23])[CH3:24])[CH:15]=3)[CH2:10][CH2:9]2)=[O:37])=[CH:33][CH:32]=1.